From a dataset of Catalyst prediction with 721,799 reactions and 888 catalyst types from USPTO. Predict which catalyst facilitates the given reaction. (1) Reactant: [CH3:1][C:2](=[CH2:15])[CH2:3][N:4]1[C:12](=[O:13])[C:11]2[C:6](=[CH:7][CH:8]=[CH:9][CH:10]=2)[C:5]1=[O:14].[Br:16]N1C(=O)CCC1=O. Product: [Br:16][CH2:15][C:2](=[CH2:1])[CH2:3][N:4]1[C:12](=[O:13])[C:11]2[C:6](=[CH:7][CH:8]=[CH:9][CH:10]=2)[C:5]1=[O:14]. The catalyst class is: 53. (2) Reactant: [CH3:1][O:2][C:3]([C:5]1[N:6]([CH3:28])[C:7]2[C:12]([CH:13]=1)=[C:11]([Cl:14])[C:10]([O:15][C:16]1[CH:21]=[CH:20][C:19]([O:22]C)=[C:18]([CH:24]([CH3:26])[CH3:25])[CH:17]=1)=[C:9]([Cl:27])[CH:8]=2)=[O:4].B(Br)(Br)Br. Product: [CH3:1][O:2][C:3]([C:5]1[N:6]([CH3:28])[C:7]2[C:12]([CH:13]=1)=[C:11]([Cl:14])[C:10]([O:15][C:16]1[CH:21]=[CH:20][C:19]([OH:22])=[C:18]([CH:24]([CH3:25])[CH3:26])[CH:17]=1)=[C:9]([Cl:27])[CH:8]=2)=[O:4]. The catalyst class is: 2. (3) Reactant: C[C@@:2]1(C([O-])=O)[NH:7][CH2:6][CH2:5][N:4]([C:8]([O:10][C:11]([CH3:14])([CH3:13])[CH3:12])=[O:9])[CH2:3]1.C=O.[C:30]([O:29][BH-]([O:29][C:30](=[O:32])[CH3:31])[O:29][C:30](=[O:32])[CH3:31])(=[O:32])[CH3:31].[Na+].[CH3:34]C(O)=O. Product: [CH3:6][N:7]1[CH2:2][CH2:3][N:4]([C:8]([O:10][C:11]([CH3:14])([CH3:13])[CH3:12])=[O:9])[CH2:5][C@@H:31]1[C:30]([O:29][CH3:34])=[O:32]. The catalyst class is: 881. (4) Reactant: [F:1][C:2]1[CH:7]=[CH:6][C:5]([N:8]2[C:16]3[CH:15]=[C:14]([CH3:17])[CH:13]=[C:12]([NH:18][CH2:19][C:20]4([C:23]([F:26])([F:25])[F:24])[CH2:22][O:21]4)[C:11]=3[CH:10]=[N:9]2)=[CH:4][CH:3]=1.[CH2:27]([NH2:30])[CH2:28][CH3:29]. Product: [F:24][C:23]([F:26])([F:25])[C:20]([CH2:22][NH:30][CH2:27][CH2:28][CH3:29])([OH:21])[CH2:19][NH:18][C:12]1[CH:13]=[C:14]([CH3:17])[CH:15]=[C:16]2[C:11]=1[CH:10]=[N:9][N:8]2[C:5]1[CH:4]=[CH:3][C:2]([F:1])=[CH:7][CH:6]=1. The catalyst class is: 4.